Task: Predict the reaction yield, written as a fraction of the theoretical maximum amount of product (1.0 means a 100% yield; for example, 0.34 means a 34% yield).. Dataset: Reaction yield outcomes from USPTO patents with 853,638 reactions (1) The reactants are C([O:3][C:4](=[O:23])[CH2:5][CH:6]([C:17]1[CH:22]=[CH:21][CH:20]=[CH:19][CH:18]=1)[C:7]([C:9]1[CH:14]=[CH:13][C:12]([O:15][CH3:16])=[CH:11][CH:10]=1)=[O:8])C.O.[OH-].[Na+]. The catalyst is CCO. The product is [CH3:16][O:15][C:12]1[CH:11]=[CH:10][C:9]([C:7](=[O:8])[CH:6]([C:17]2[CH:22]=[CH:21][CH:20]=[CH:19][CH:18]=2)[CH2:5][C:4]([OH:23])=[O:3])=[CH:14][CH:13]=1. The yield is 0.990. (2) The reactants are [F:1][C:2]([S:5][C:6]1[CH:11]=[CH:10][C:9]([CH:12]=[CH:13][C:14](=[S:16])[NH2:15])=[CH:8][CH:7]=1)([F:4])[F:3].[Cl:17][CH2:18][C:19]([CH2:21]Cl)=O. The catalyst is CC(C)=O. The product is [Cl:17][CH2:18][C:19]1[N:15]=[C:14]([CH:13]=[CH:12][C:9]2[CH:8]=[CH:7][C:6]([S:5][C:2]([F:1])([F:4])[F:3])=[CH:11][CH:10]=2)[S:16][CH:21]=1. The yield is 0.710. (3) The reactants are C(OC(=O)[NH:7][CH2:8][CH:9]([C:30]1[CH:35]=[CH:34][CH:33]=[C:32]([NH2:36])[CH:31]=1)[NH:10][C:11]([C:13]1[S:29][C:16]2=[N:17][C:18]3[CH2:19][CH2:20][CH:21]([C:25]([CH3:28])([CH3:27])[CH3:26])[CH2:22][C:23]=3[CH:24]=[C:15]2[CH:14]=1)=[O:12])(C)(C)C.[O:38]1[CH:42]=[CH:41][N:40]=[C:39]1[C:43](O)=[O:44].CN1CCOCC1. The catalyst is CN(C=O)C.O. The product is [NH2:7][CH2:8][CH:9]([NH:10][C:11]([C:13]1[S:29][C:16]2=[N:17][C:18]3[CH2:19][CH2:20][CH:21]([C:25]([CH3:28])([CH3:26])[CH3:27])[CH2:22][C:23]=3[CH:24]=[C:15]2[CH:14]=1)=[O:12])[C:30]1[CH:35]=[CH:34][CH:33]=[C:32]([NH:36][C:43]([C:39]2[O:38][CH:42]=[CH:41][N:40]=2)=[O:44])[CH:31]=1. The yield is 0.930.